From a dataset of Drug-target binding data from BindingDB using IC50 measurements. Regression. Given a target protein amino acid sequence and a drug SMILES string, predict the binding affinity score between them. We predict pIC50 (pIC50 = -log10(IC50 in M); higher means more potent). Dataset: bindingdb_ic50. (1) The pIC50 is 6.2. The compound is O=C1N=C(S)SC1=Cc1cn(-c2ccccc2)nc1-c1cccc(OCc2ccccc2Cl)c1. The target protein sequence is MAPTWGPGMVSVVGPMGLLVVLLVGGCAAEEPPRFIKEPKDQIGVSGRVASFVCQATGDPKPRVTWNKKGKKVNSQRFETIEFDESAGAVLRIQPLRTPRDENVYECVAQNSVGEITVHAKLTVLREDQLPSGFPNIDMGPQLKVVERTRTATMLCAASGNPDPEITWFKDFLPVDPSASNGRIKQLRSGALQIESSEETDQGKYECVATNSAGVRYSSPANLYVRVRRVAPRFSILPMSHEIMPGGNVNITCVAVGSPMPYVKWMQGAEDLTPEDDMPVGRNVLELTDVKDSANYHPCVAMSSLGVIEAVAQITVKSLPKAPGTPMVTENTATSITITWDSGNPDPVSYYVIEYKSKSQDGPYQIKEDITTTRYSIGGLSPNSEYEIWVSAVNSIGQGPPSESVVTRTGEQAPARPPRNVQARMLSATTMIVQWEEPVEPNGLIRGYRVYYTMEPEHPVGNWQKHNVDDSLLTTVGSLLEDETYTVRVLAFTSVGDGPL.... (2) The drug is Nc1c(-c2ccc(F)cc2)c(-c2ccncc2)nn1-c1c(Cl)cc(Cl)cc1Cl. The target protein sequence is MRPSGTAGAALLALLAALCPASRALEEKKVCQGTSNKLTQLGTFEDHFLSLQRMFNNCEVVLGNLEITYVQRNYDLSFLKTIQEVAGYVLIALNTVERIPLENLQIIRGNMYYENSYALAVLSNYDANKTGLKELPMRNLQEILHGAVRFSNNPALCNVESIQWRDIVSSDFLSNMSMDFQNHLGSCQKCDPSCPNGSCWGAGEENCQKLTKIICAQQCSGRCRGKSPSDCCHNQCAAGCTGPRESDCLVCRKFRDEATCKDTCPPLMLYNPTTYQMDVNPEGKYSFGATCVKKCPRNYVVTDHGSCVRACGADSYEMEEDGVRKCKKCEGPCRKVCNGIGIGEFKDSLSINATNIKHFKNCTSISGDLHILPVAFRGDSFTHTPPLDPQELDILKTVKEITGFLLIQAWPENRTDLHAFENLEIIRGRTKQHGQFSLAVVSLNITSLGLRSLKEISDGDVIISGNKNLCYANTINWKKLFGTSGQKTKIISNRGENSCK.... The pIC50 is 7.0. (3) The small molecule is N#C[C@]1(NC(=O)[C@H]([NH3+])Cc2cccs2)C[C@H]1c1ccccc1. The target protein (P28293) has sequence MQPLLLLLTFILLQGDEAGKIIGGREARPHSYPYMAFLLIQSPEGLSACGGFLVREDFVLTAAHCLGSSINVTLGAHNIQMRERTQQLITVLRAIRHPDYNPQNIRNDIMLLQLRRRARRSGSVKPVALPQASKKLQPGDLCTVAGWGRVSQSRGTNVLQEVQLRVQMDQMCANRFQFYNSQTQICVGNPRERKSAFRGDSGGPLVCSNVAQGIVSYGSNNGNPPAVFTKIQSFMPWIKRTMRRFAPRYQRPANSLSQAQT. The pIC50 is 4.3. (4) The drug is CN(Cc1ccc(F)cc1)c1ccc2ncc(-c3ccc(C#N)cc3)n2n1. The target protein sequence is MKDILSNYSNLIYLNKYVKEKDKYINDYRIIRTLNQGKFNKIILCEKDNKFYALKKYEKSLLEKKRDFTKSNNDKISIKSKYDDFKNELQIITDIKNEYCLTCEGIITNYDEVYIIYEYMENDSILKFDEYFFVLDKNYTCFIPIQVIKCIIKSVLNSFSYIHNEKNICHRDVKPSNILMDKNGRVKLSDFGESEYMVDKKIKGSRGTYEFMPPEFFSNESSYNGAKVDIWSLGICLYVMFYNVVPFSLKISLVELFNNIRTKNIEYPLDRNHFLYPLTNKKSTCSNNFLSNEDIDFLKLFLRKNPAERITSEDALVTAK. The pIC50 is 6.0. (5) The drug is CNC(=O)NC(N)=NCCC[C@H](NC(=O)[C@@H](C)NC(=O)[C@H](CC(=O)O)NC(C)=O)C(=O)N(C)[C@@H](Cc1ccccc1)C(=O)O. The target protein (P07254) has sequence MRKFNKPLLALLIGSTLCSAAQAAAPGKPTIAWGNTKFAIVEVDQAATAYNNLVKVKNAADVSVSWNLWNGDAGTTAKILLNGKEAWSGPSTGSSGTANFKVNKGGRYQMQVALCNADGCTASDATEIVVADTDGSHLAPLKEPLLEKNKPYKQNSGKVVGSYFVEWGVYGRNFTVDKIPAQNLTHLLYGFIPICGGNGINDSLKEIEGSFQALQRSCQGREDFKVSIHDPFAALQKAQKGVTAWDDPYKGNFGQLMALKQAHPDLKILPSIGGWTLSDPFFFMGDKVKRDRFVGSVKEFLQTWKFFDGVDIDWEFPGGKGANPNLGSPQDGETYVLLMKELRAMLDQLSAETGRKYELTSAISAGKDKIDKVAYNVAQNSMDHIFLMSYDFYGPFDLKNLGHQTALNAPAWKPDTAYTTVNGVNALLAQGVKPGKVVVGTAMYGRGWTGVNGYQNNIPFTGTATGPVKGTWKNGIVDYRQIAGQFMSGEWQYTYDATAE.... The pIC50 is 5.1. (6) The compound is O=C(NS(=O)(=O)c1ccccc1)c1ccc(C(=O)O)nc1. The target protein (Q9NXG6) has sequence MAAAAVTGQRPETAAAEEASRPQWAPPDHCQAQAAAGLGDGEDAPVRPLCKPRGICSRAYFLVLMVFVHLYLGNVLALLLFVHYSNGDESSDPGPQHRAQGPGPEPTLGPLTRLEGIKVGHERKVQLVTDRDHFIRTLSLKPLLFEIPGFLTDEECRLIIHLAQMKGLQRSQILPTEEYEEAMSTMQVSQLDLFRLLDQNRDGHLQLREVLAQTRLGNGWWMTPESIQEMYAAIKADPDGDGVLSLQEFSNMDLRDFHKYMRSHKAESSELVRNSHHTWLYQGEGAHHIMRAIRQRVLRLTRLSPEIVELSEPLQVVRYGEGGHYHAHVDSGPVYPETICSHTKLVANESVPFETSCRYMTVLFYLNNVTGGGETVFPVADNRTYDEMSLIQDDVDLRDTRRHCDKGNLRVKPQQGTAVFWYNYLPDGQGWVGDVDDYSLHGGCLVTRGTKWIANNWINVDPSRARQALFQQEMARLAREGGTDSQPEWALDRAYRDARV.... The pIC50 is 6.0. (7) The small molecule is O=C(CNC(=O)OCc1ccccc1)Nc1ccc(F)cc1. The target protein (P31941) has sequence MEASPASGPRHLMDPHIFTSNFNNGIGRHKTYLCYEVERLDNGTSVKMDQHRGFLHNQAKNLLCGFYGRHAELRFLDLVPSLQLDPAQIYRVTWFISWSPCFSWGCAGEVRAFLQENTHVRLRIFAARIYDYDPLYKEALQMLRDAGAQVSIMTYDEFKHCWDTFVDHQGCPFQPWDGLDEHSQALSGRLRAILQNQGN. The pIC50 is 5.5. (8) The compound is COc1ccc(S(=O)(=O)N2CC(C)(C)CN(S(=O)(=O)c3ccc(OC)cc3)C2C(=O)NO)cc1. The target protein sequence is FVLTEGNPRWEQTHLTYRIENYTPDLPRADVDHAIEKAFQLWSNVTPLTFTKVSEGQADIMISFVRGDHRDNSPFDGPGGNLAHAFQPGPGIGGDAHFDEDERWTNNFREYNLHRVAAHELGHSLGLSHSTDIGALMYPSYTFSGDVQLAQDDIDGIQAIYGRSQNPVQ. The pIC50 is 7.9. (9) The drug is CC(C)NC[C@H](O)COc1cccc2ccccc12. The target protein (P10634) has sequence MGLLIGDDLWAVVIFTAIFLLLVDLVHRHKFWTAHYPPGPVPLPGLGNLLQVDFENMPYSLYKLRSRYGDVFSLQIAWKPVVVINGLKAVRELLVTYGEDTADRPLLPIYNHLGYGNKSKGVVLAPYGPEWREQRRFSVSTLRDFGVGKKSLEQWVTEEAGHLCDTFAKEAEHPFNPSILLSKAVSNVIASLVYARRFEYEDPFFNRMLKTLKESFGEDTGFMAEVLNAIPILLQIPGLPGKVFPKLNSFIALVDKMLIEHKKSWDPAQPPRDMTDAFLAEMQKAKGNPESSFNDENLRLVVIDLFMAGMVTTSTTLSWALLLMILHPDVQRRVHEEIDEVIGQVRRPEMADQARMPFTNAVIHEVQRFADIVPTNIPHMTSRDIKFQGFLIPKGTTLIPNLSSVLKDETVWEKPLRFHPEHFLDAQGNFVKHEAFMPFSAGRRACLGEPLARMELFLFFTCLLQRFSFSVLAGRPRPSTHGVYALPVTPQPYQLCAVAR.... The pIC50 is 6.5. (10) The drug is O=c1[nH]c(Nc2ccccc2)nc2c1ncn2CC(O)CO. The target protein (Q9QNF7) has sequence MASYPCHQHASAFDQAARSRGHSNRRTALRPRRQQEATEVRLEQKMPTLLRVYIDGPHGMGKTTTTQLLVALGSRDDIVYVPEPMTYWQVLGASETIANIYTTQHRLDQGEISAGDAAVVMTSAQITMGMPYAVTDAVLAPHIGGEAGSSHAPPPALTLIFDRHPIAALLCYPAARYLMGSMTPQAVLAFVALIPPTLPGTNIVLGALPEDRHIDRLAKRQRPGERLDLAMLAAIRRVYGLLANTVRYLQGGGSWREDWGQLSGTAVPPQGAEPQSNAGPRPHIGDTLFTLFRAPELLAPNGDLYNVFAWALDVLAKRLRPMHVFILDYDQSPAGCRDALLQLTSGMVQTHVTTPGSIPTICDLARTFAREMGEAN. The pIC50 is 5.8.